Dataset: Full USPTO retrosynthesis dataset with 1.9M reactions from patents (1976-2016). Task: Predict the reactants needed to synthesize the given product. Given the product [CH2:13]([N:20]([CH2:21][CH2:22][OH:23])[C:10]([CH:8]1[C:6]2[CH:7]=[C:2]([Cl:1])[CH:3]=[CH:4][C:5]=2[CH2:9]1)=[O:12])[C:14]1[CH:19]=[CH:18][CH:17]=[CH:16][CH:15]=1, predict the reactants needed to synthesize it. The reactants are: [Cl:1][C:2]1[CH:3]=[CH:4][C:5]2[CH2:9][CH:8]([C:10]([OH:12])=O)[C:6]=2[CH:7]=1.[CH2:13]([NH:20][CH2:21][CH2:22][OH:23])[C:14]1[CH:19]=[CH:18][CH:17]=[CH:16][CH:15]=1.C(N(CC)CC)C.[O-]P1(OP([O-])(=O)OP([O-])(=O)OP([O-])(=O)O1)=O.[Na+].[Na+].[Na+].[Na+].